Dataset: Full USPTO retrosynthesis dataset with 1.9M reactions from patents (1976-2016). Task: Predict the reactants needed to synthesize the given product. (1) The reactants are: C([Li])CCC.[CH2:6]([O:9][CH:10]1[CH2:15][CH2:14][CH2:13][CH2:12][O:11]1)[C:7]#[CH:8].[CH3:16][C:17]1[N:21]([C:22]([C:35]2[CH:40]=[CH:39][CH:38]=[CH:37][CH:36]=2)([C:29]2[CH:34]=[CH:33][CH:32]=[CH:31][CH:30]=2)[C:23]2[CH:28]=[CH:27][CH:26]=[CH:25][CH:24]=2)[CH:20]=[N:19][C:18]=1[CH:41]=[O:42].O. Given the product [CH3:16][C:17]1[N:21]([C:22]([C:23]2[CH:28]=[CH:27][CH:26]=[CH:25][CH:24]=2)([C:35]2[CH:36]=[CH:37][CH:38]=[CH:39][CH:40]=2)[C:29]2[CH:30]=[CH:31][CH:32]=[CH:33][CH:34]=2)[CH:20]=[N:19][C:18]=1[CH:41]([OH:42])[C:8]#[C:7][CH2:6][O:9][CH:10]1[CH2:15][CH2:14][CH2:13][CH2:12][O:11]1, predict the reactants needed to synthesize it. (2) Given the product [Cl:3][CH2:18][C:13]1[CH:14]=[N:15][CH:16]=[CH:17][C:12]=1[C:9]1[CH:10]=[CH:11][C:6]([Cl:5])=[CH:7][CH:8]=1, predict the reactants needed to synthesize it. The reactants are: S(Cl)([Cl:3])=O.[Cl:5][C:6]1[CH:11]=[CH:10][C:9]([C:12]2[CH:17]=[CH:16][N:15]=[CH:14][C:13]=2[CH2:18]O)=[CH:8][CH:7]=1. (3) Given the product [CH:1]1([N:7]([C:32]2[S:33][CH:34]=[CH:35][N:36]=2)[C:8](=[O:31])[CH2:9][C:10]2[C:18]3[C:13](=[CH:14][CH:15]=[C:16]([O:19][CH3:20])[CH:17]=3)[NH:12][C:11]=2[CH3:30])[CH2:2][CH2:3][CH2:4][CH2:5][CH2:6]1, predict the reactants needed to synthesize it. The reactants are: [CH:1]1([N:7]([C:32]2[S:33][CH:34]=[CH:35][N:36]=2)[C:8](=[O:31])[CH2:9][C:10]2[C:18]3[C:13](=[CH:14][CH:15]=[C:16]([O:19][CH3:20])[CH:17]=3)[N:12](C(=O)C3C=CC(Cl)=CC=3)[C:11]=2[CH3:30])[CH2:6][CH2:5][CH2:4][CH2:3][CH2:2]1. (4) Given the product [C:27]1([S:24]([N:20]2[C:16]3[N:17]=[CH:18][N:19]=[C:14]([N:11]4[CH2:10][CH2:9][N:36]([C:34]([O:50][C:51]([CH3:57])([CH3:56])[CH3:52])=[O:38])[C@H:13]([CH3:8])[CH2:12]4)[C:15]=3[CH:22]=[C:21]2[I:23])(=[O:26])=[O:25])[CH:28]=[CH:29][CH:30]=[CH:31][CH:32]=1, predict the reactants needed to synthesize it. The reactants are: C(OC(=O)N[CH:8]1[CH2:13][CH2:12][N:11]([C:14]2[C:15]3[CH:22]=[C:21]([I:23])[N:20]([S:24]([C:27]4[CH:32]=[CH:31][CH:30]=[CH:29][CH:28]=4)(=[O:26])=[O:25])[C:16]=3[N:17]=[CH:18][N:19]=2)[CH2:10][CH2:9]1)(C)(C)C.[C:34](#[N:36])C.C(=O)([O-])[O-:38].[K+].[K+].CN1C=C(B2O[C:52](C)(C)[C:51]([CH3:57])([CH3:56])[O:50]2)C=N1.